From a dataset of Catalyst prediction with 721,799 reactions and 888 catalyst types from USPTO. Predict which catalyst facilitates the given reaction. (1) Reactant: [O:1]=[C:2]([C:8]1[CH:9]=[C:10]2[CH:16]=[CH:15][O:14][C:11]2=[CH:12][N:13]=1)[CH2:3]C(OC)=O.O=C(C1C=C2C=COC2=CN=1)CC(OCC)=O.O=C(C1C=C2C=COC2=CN=1)CC(OC(C)(C)C)=O.Cl.[OH-].[Na+]. Product: [C:2]([C:8]1[CH:9]=[C:10]2[CH:16]=[CH:15][O:14][C:11]2=[CH:12][N:13]=1)(=[O:1])[CH3:3]. The catalyst class is: 11. (2) Reactant: [CH3:1][O:2][C:3]([C@@H:5]([N:13]1[CH2:21][C:17]2[CH:18]=[CH:19][S:20][C:16]=2[CH2:15][CH2:14]1)[C:6]1[CH:7]=[CH:8][CH:9]=[CH:10][C:11]=1[Cl:12])=[O:4].OS(O)(=O)=O.S(=O)(=O)(O)O. The catalyst class is: 21. Product: [CH3:1][O:2][C:3]([C@@H:5]([N:13]1[CH2:21][C:17]2[CH:18]=[CH:19][S:20][C:16]=2[CH2:15][CH2:14]1)[C:6]1[CH:7]=[CH:8][CH:9]=[CH:10][C:11]=1[Cl:12])=[O:4].